Dataset: Full USPTO retrosynthesis dataset with 1.9M reactions from patents (1976-2016). Task: Predict the reactants needed to synthesize the given product. Given the product [Cl:1][C:2]1[S:6][C:5]2[C:7]3([O:20][CH2:21][C:22]([F:23])([F:24])[C:4]=2[CH:3]=1)[CH2:12][CH2:11][N:10]([CH2:13][C:14]1[C:15]([CH3:19])=[N:16][N:17]([C:34]2[C:35]([CH:25]=[O:28])=[CH:36][CH:37]=[CH:40][N:39]=2)[CH:18]=1)[CH2:9][CH2:8]3, predict the reactants needed to synthesize it. The reactants are: [Cl:1][C:2]1[S:6][C:5]2[C:7]3([O:20][CH2:21][C:22]([F:24])([F:23])[C:4]=2[CH:3]=1)[CH2:12][CH2:11][N:10]([CH2:13][C:14]1[C:15]([CH3:19])=[N:16][NH:17][CH:18]=1)[CH2:9][CH2:8]3.[C:25](=[O:28])([O-])[O-].[K+].[K+].CN[C@@H]1C[CH2:37][CH2:36][CH2:35][C@H:34]1[NH:39][CH3:40].